From a dataset of Full USPTO retrosynthesis dataset with 1.9M reactions from patents (1976-2016). Predict the reactants needed to synthesize the given product. (1) Given the product [CH3:17][S:18][CH2:19][CH2:20][NH:21][C:8]([C:7]1[S:6][C:5]([C:11]2[CH:12]=[N:13][CH:14]=[CH:15][CH:16]=2)=[N:4][C:3]=1[Cl:2])=[O:9], predict the reactants needed to synthesize it. The reactants are: Cl.[Cl:2][C:3]1[N:4]=[C:5]([C:11]2[CH:12]=[N:13][CH:14]=[CH:15][CH:16]=2)[S:6][C:7]=1[C:8](Cl)=[O:9].[CH3:17][S:18][CH2:19][CH2:20][NH2:21].C(N(CC)CC)C. (2) Given the product [CH3:20][S:21][C:22]1[CH:27]=[CH:26][CH:25]=[CH:24][C:23]=1[C:2]1[C:12]2[O:11][CH2:10][CH2:9][N:8]([C:13]([O:15][C:16]([CH3:19])([CH3:18])[CH3:17])=[O:14])[CH2:7][C:6]=2[CH:5]=[CH:4][CH:3]=1, predict the reactants needed to synthesize it. The reactants are: Br[C:2]1[C:12]2[O:11][CH2:10][CH2:9][N:8]([C:13]([O:15][C:16]([CH3:19])([CH3:18])[CH3:17])=[O:14])[CH2:7][C:6]=2[CH:5]=[CH:4][CH:3]=1.[CH3:20][S:21][C:22]1[CH:27]=[CH:26][CH:25]=[CH:24][C:23]=1B(O)O.O. (3) Given the product [F:2][C:3]1[CH:24]=[CH:23][CH:22]=[CH:21][C:4]=1[CH2:5][C:6]1([CH2:19][OH:20])[CH2:11][CH2:10][CH2:9][NH:8][CH2:7]1, predict the reactants needed to synthesize it. The reactants are: Cl.[F:2][C:3]1[CH:24]=[CH:23][CH:22]=[CH:21][C:4]=1[CH2:5][C:6]1([CH2:19][OH:20])[CH2:11][CH2:10][CH2:9][N:8](C(OC(C)(C)C)=O)[CH2:7]1.